The task is: Predict the reactants needed to synthesize the given product.. This data is from Full USPTO retrosynthesis dataset with 1.9M reactions from patents (1976-2016). Given the product [CH:26]1([C:2]2[C:3]([O:16][CH2:17][CH:18]3[CH2:23][O:22][C:21]([CH3:25])([CH3:24])[O:20][CH2:19]3)=[CH:4][C:5]([F:15])=[C:6]([CH:14]=2)[C:7]([O:9][C:10]([CH3:13])([CH3:12])[CH3:11])=[O:8])[CH2:28][CH2:27]1, predict the reactants needed to synthesize it. The reactants are: Cl[C:2]1[C:3]([O:16][CH2:17][CH:18]2[CH2:23][O:22][C:21]([CH3:25])([CH3:24])[O:20][CH2:19]2)=[CH:4][C:5]([F:15])=[C:6]([CH:14]=1)[C:7]([O:9][C:10]([CH3:13])([CH3:12])[CH3:11])=[O:8].[CH:26]1(B(O)O)[CH2:28][CH2:27]1.P([O-])([O-])([O-])=O.[K+].[K+].[K+].F[B-](F)(F)F.C1(P(C2CCCCC2)C2CCCCC2)CCCCC1.